From a dataset of Forward reaction prediction with 1.9M reactions from USPTO patents (1976-2016). Predict the product of the given reaction. (1) The product is: [F:19][C:16]1[CH:15]=[CH:14][C:13]([C:10]2[NH:11][CH:12]=[C:8]([CH2:7][CH2:6][CH2:4][OH:3])[C:9]=2[C:20]2[CH:25]=[CH:24][N:23]=[CH:22][CH:21]=2)=[CH:18][CH:17]=1. Given the reactants C([O:3][C:4]([CH2:6][CH2:7][C:8]1[C:9]([C:20]2[CH:25]=[CH:24][N:23]=[CH:22][CH:21]=2)=[C:10]([C:13]2[CH:18]=[CH:17][C:16]([F:19])=[CH:15][CH:14]=2)[NH:11][CH:12]=1)=O)C.[H-].[Al+3].[Li+].[H-].[H-].[H-], predict the reaction product. (2) Given the reactants S(=O)(=O)(O)O.[N:6]1[CH:11]=[CH:10][CH:9]=[N:8][C:7]=1[N:12]1[CH2:17][CH2:16][NH:15][CH2:14][CH2:13]1.II.[I:20](O)(=O)(=O)=O, predict the reaction product. The product is: [N:12]1([C:7]2[N:8]=[CH:9][C:10]([I:20])=[CH:11][N:6]=2)[CH2:17][CH2:16][NH:15][CH2:14][CH2:13]1. (3) Given the reactants [CH2:1]([CH:5]1[CH2:14][C:13]2[C:8](=[CH:9][CH:10]=[CH:11][C:12]=2[CH3:15])[CH2:7][N:6]1C(OC)=O)[CH:2]([CH3:4])[CH3:3].C(O)(=O)C.O.[OH-].[Na+], predict the reaction product. The product is: [CH2:1]([CH:5]1[CH2:14][C:13]2[C:8](=[CH:9][CH:10]=[CH:11][C:12]=2[CH3:15])[CH2:7][NH:6]1)[CH:2]([CH3:4])[CH3:3]. (4) Given the reactants [CH3:1][O:2][C:3]1[CH:4]=[C:5]([CH2:17][C:18]([O:20][CH2:21][CH3:22])=[O:19])[CH:6]=[CH:7][C:8]=1OS(C(F)(F)F)(=O)=O.[CH3:23][N:24](C)C=O, predict the reaction product. The product is: [C:23]([C:8]1[CH:7]=[CH:6][C:5]([CH2:17][C:18]([O:20][CH2:21][CH3:22])=[O:19])=[CH:4][C:3]=1[O:2][CH3:1])#[N:24]. (5) Given the reactants [NH2:1][C:2]1[N:3]=[CH:4][C:5](B(O)O)=[N:6][C:7]=1[C:8]1[CH:13]=[CH:12][C:11]([C:14](=[O:25])[NH:15][C@@H:16]([C:19]2[CH:24]=[CH:23][CH:22]=[CH:21][CH:20]=2)[CH2:17][OH:18])=[CH:10][CH:9]=1.Br[C:30]1[CH:31]=[CH:32][C:33](=[O:36])[NH:34][CH:35]=1.C([O-])([O-])=O.[Na+].[Na+].CCOC(C)=O, predict the reaction product. The product is: [NH2:1][C:2]1[C:7]([C:8]2[CH:13]=[CH:12][C:11]([C:14]([NH:15][C@@H:16]([C:19]3[CH:24]=[CH:23][CH:22]=[CH:21][CH:20]=3)[CH2:17][OH:18])=[O:25])=[CH:10][CH:9]=2)=[N:6][C:5]([C:30]2[CH:31]=[CH:32][C:33](=[O:36])[NH:34][CH:35]=2)=[CH:4][N:3]=1. (6) The product is: [C:27]([O:30][CH2:31][C:32]1[C:33]([N:47]2[CH2:59][CH2:58][N:50]3[C:51]4[CH2:52][CH2:53][CH2:54][CH2:55][C:56]=4[CH:57]=[C:49]3[C:48]2=[O:60])=[N:34][CH:35]=[CH:36][C:37]=1[C:2]1[N:3]=[C:4]([NH:10][C:11]2[CH:12]=[N:13][C:14]([N:17]3[CH2:22][CH2:21][N:20]([CH:23]4[CH2:26][O:25][CH2:24]4)[CH2:19][CH2:18]3)=[CH:15][CH:16]=2)[C:5](=[O:9])[N:6]([CH3:8])[CH:7]=1)(=[O:29])[CH3:28]. Given the reactants Br[C:2]1[N:3]=[C:4]([NH:10][C:11]2[CH:12]=[N:13][C:14]([N:17]3[CH2:22][CH2:21][N:20]([CH:23]4[CH2:26][O:25][CH2:24]4)[CH2:19][CH2:18]3)=[CH:15][CH:16]=2)[C:5](=[O:9])[N:6]([CH3:8])[CH:7]=1.[C:27]([O:30][CH2:31][C:32]1[C:33]([N:47]2[CH2:59][CH2:58][N:50]3[C:51]4[CH2:52][CH2:53][CH2:54][CH2:55][C:56]=4[CH:57]=[C:49]3[C:48]2=[O:60])=[N:34][CH:35]=[CH:36][C:37]=1B1OC(C)(C)C(C)(C)O1)(=[O:29])[CH3:28].[O-]P([O-])([O-])=O.[K+].[K+].[K+].C([O-])(=O)C.[Na+], predict the reaction product.